This data is from Full USPTO retrosynthesis dataset with 1.9M reactions from patents (1976-2016). The task is: Predict the reactants needed to synthesize the given product. (1) Given the product [CH2:10]([C:9]1[CH:8]=[CH:7][C:6]([CH:4]([CH3:5])[C:2]([O:1][C:42]2[CH:47]=[CH:46][C:45]([C:48](=[S:52])[NH2:22])=[CH:44][CH:43]=2)=[O:3])=[CH:15][CH:14]=1)[CH:11]([CH3:12])[CH3:13], predict the reactants needed to synthesize it. The reactants are: [OH:1][C:2]([CH:4]([C:6]1[CH:15]=[CH:14][C:9]([CH2:10][CH:11]([CH3:13])[CH3:12])=[CH:8][CH:7]=1)[CH3:5])=[O:3].OC1C2N=N[NH:22]C=2C=CC=1.C1CCC(N=C=NC2CCCCC2)CC1.O[C:42]1[CH:47]=[CH:46][C:45]([C:48]2[S:52]SC(=S)C=2)=[CH:44][CH:43]=1. (2) Given the product [C:2]([O:4][C:5]1[C:10](=[CH:9][CH:8]=[CH:7][CH:6]=1)[C:11]([O-:13])=[O:12])(=[O:3])[CH3:1].[K+:18], predict the reactants needed to synthesize it. The reactants are: [CH3:1][C:2]([O:4][C:5]1[CH:6]=[CH:7][CH:8]=[CH:9][C:10]=1[C:11]([OH:13])=[O:12])=[O:3].C(=O)(O)[O-].[K+:18].C(O)(=O)CC(CC(O)=O)(C(O)=O)O. (3) Given the product [CH3:1][O:2][C:3]1[CH:4]=[C:5]2[C:10](=[CH:11][C:12]=1[O:13][CH3:14])[N:9]=[CH:8][N:7]=[C:6]2[O:15][C:16]1[CH:22]=[CH:21][C:19]([NH:20][C:34]([NH:42][C:43]2[S:44][C:45]([CH3:48])=[CH:46][N:47]=2)=[O:40])=[CH:18][CH:17]=1, predict the reactants needed to synthesize it. The reactants are: [CH3:1][O:2][C:3]1[CH:4]=[C:5]2[C:10](=[CH:11][C:12]=1[O:13][CH3:14])[N:9]=[CH:8][N:7]=[C:6]2[O:15][C:16]1[CH:22]=[CH:21][C:19]([NH2:20])=[CH:18][CH:17]=1.C(N(CC)CC)C.ClC(Cl)(O[C:34](=[O:40])OC(Cl)(Cl)Cl)Cl.[NH2:42][C:43]1[S:44][C:45]([CH3:48])=[CH:46][N:47]=1.